From a dataset of Reaction yield outcomes from USPTO patents with 853,638 reactions. Predict the reaction yield, written as a fraction of the theoretical maximum amount of product (1.0 means a 100% yield; for example, 0.34 means a 34% yield). The reactants are C(NC(C)C)(C)C.C([Li])CCC.[F:13][C:14]([F:27])([F:26])[S:15][C:16]1[CH:21]=[CH:20][C:19]([CH2:22][C:23]([OH:25])=[O:24])=[CH:18][CH:17]=1.I[CH2:29][CH:30]1[CH2:34][CH2:33][CH2:32][CH2:31]1. The catalyst is O1CCCC1.CN1CCCN(C)C1=O. The product is [CH:30]1([CH2:29][CH:22]([C:19]2[CH:18]=[CH:17][C:16]([S:15][C:14]([F:26])([F:13])[F:27])=[CH:21][CH:20]=2)[C:23]([OH:25])=[O:24])[CH2:34][CH2:33][CH2:32][CH2:31]1. The yield is 0.580.